The task is: Predict the reactants needed to synthesize the given product.. This data is from Full USPTO retrosynthesis dataset with 1.9M reactions from patents (1976-2016). (1) Given the product [CH3:1][C:2]([CH3:26])([CH3:25])[C@H:3]([N:8]1[CH2:12][CH2:11][N:10]([CH2:13][C:14]2[N:18]([CH3:19])[C:17]3[CH:20]=[CH:21][CH:22]=[CH:23][C:16]=3[N:15]=2)[C:9]1=[O:24])[C:4]([OH:6])=[O:5], predict the reactants needed to synthesize it. The reactants are: [CH3:1][C:2]([CH3:26])([CH3:25])[C@H:3]([N:8]1[CH2:12][CH2:11][N:10]([CH2:13][C:14]2[N:18]([CH3:19])[C:17]3[CH:20]=[CH:21][CH:22]=[CH:23][C:16]=3[N:15]=2)[C:9]1=[O:24])[C:4]([O:6]C)=[O:5].[Li+].[OH-]. (2) The reactants are: [CH2:1]([N:3]1[CH:7]=[C:6]([C:8]2[CH:13]=[CH:12][N:11]=[C:10]3[N:14]([S:25]([C:28]4[CH:33]=[CH:32][CH:31]=[CH:30][CH:29]=4)(=[O:27])=[O:26])[C:15]([C:17]4[CH:18]=[C:19]([CH:22]=[CH:23][CH:24]=4)[CH:20]=O)=[CH:16][C:9]=23)[C:5]([C:34]2[CH:39]=[CH:38][C:37]([N+:40]([O-:42])=[O:41])=[CH:36][CH:35]=2)=[N:4]1)[CH3:2].[NH:43]1[CH2:47][CH2:46][CH2:45][CH2:44]1. Given the product [CH2:1]([N:3]1[CH:7]=[C:6]([C:8]2[CH:13]=[CH:12][N:11]=[C:10]3[N:14]([S:25]([C:28]4[CH:29]=[CH:30][CH:31]=[CH:32][CH:33]=4)(=[O:27])=[O:26])[C:15]([C:17]4[CH:24]=[CH:23][CH:22]=[C:19]([CH2:20][N:43]5[CH2:47][CH2:46][CH2:45][CH2:44]5)[CH:18]=4)=[CH:16][C:9]=23)[C:5]([C:34]2[CH:35]=[CH:36][C:37]([N+:40]([O-:42])=[O:41])=[CH:38][CH:39]=2)=[N:4]1)[CH3:2], predict the reactants needed to synthesize it. (3) The reactants are: C(OC([N:8]1[CH2:13][CH2:12][N:11]([C:14]([C:16]2[CH:17]=[C:18]([C:25]3[CH:30]=[C:29]([Cl:31])[CH:28]=[CH:27][C:26]=3[Cl:32])[C:19]([Cl:24])=[CH:20][C:21]=2[O:22][CH3:23])=[O:15])[CH:10]([CH2:33][OH:34])[CH2:9]1)=O)(C)(C)C.[C:35]([OH:39])(=O)[CH:36]=[CH2:37].F[P-](F)(F)(F)(F)F.N1(O[P+](N(C)C)(N(C)C)N(C)C)C2C=CC=CC=2N=N1.CCN(C(C)C)C(C)C. Given the product [OH:34][CH2:33][CH:10]1[N:11]([C:14]([C:16]2[CH:17]=[C:18]([C:25]3[CH:30]=[C:29]([Cl:31])[CH:28]=[CH:27][C:26]=3[Cl:32])[C:19]([Cl:24])=[CH:20][C:21]=2[O:22][CH3:23])=[O:15])[CH2:12][CH2:13][N:8]([C:35](=[O:39])[CH:36]=[CH2:37])[CH2:9]1, predict the reactants needed to synthesize it. (4) Given the product [NH2:1][C:2]1[S:6][C:5]([O:7][C:8]2[CH:9]=[C:10]([Cl:24])[C:11]3[CH:15]([CH2:16][C:17]([OH:19])=[O:18])[O:14][B:13]([OH:22])[C:12]=3[CH:23]=2)=[N:4][N:3]=1, predict the reactants needed to synthesize it. The reactants are: [NH2:1][C:2]1[S:6][C:5]([O:7][C:8]2[CH:9]=[C:10]([Cl:24])[C:11]3[CH:15]([CH2:16][C:17]([O:19]CC)=[O:18])[O:14][B:13]([OH:22])[C:12]=3[CH:23]=2)=[N:4][N:3]=1.[Li+].[OH-].Cl. (5) Given the product [N:1]1[CH:6]=[CH:5][CH:4]=[CH:3][C:2]=1[N:7]1[CH2:8][CH2:9][N:10]([CH2:13][C:14]2[N:15]([C:28]([N:23]3[CH2:27][CH2:26][CH2:25][CH2:24]3)=[O:29])[C:16]3[CH:22]=[CH:21][CH:20]=[CH:19][C:17]=3[N:18]=2)[CH2:11][CH2:12]1, predict the reactants needed to synthesize it. The reactants are: [N:1]1[CH:6]=[CH:5][CH:4]=[CH:3][C:2]=1[N:7]1[CH2:12][CH2:11][N:10]([CH2:13][C:14]2[NH:18][C:17]3[CH:19]=[CH:20][CH:21]=[CH:22][C:16]=3[N:15]=2)[CH2:9][CH2:8]1.[N:23]1([C:28](Cl)=[O:29])[CH2:27][CH2:26][CH2:25][CH2:24]1.C(N(CC)CC)C. (6) Given the product [Cl:1][C:2]1[CH:38]=[CH:37][C:5]([CH2:6][O:7][C:8]2[C:9]([O:35][CH3:36])=[CH:10][C:11]([C:14]([C:16]3[C:24]4[C:19](=[N:20][CH:21]=[CH:22][CH:23]=4)[NH:18][CH:17]=3)=[O:15])=[N:12][CH:13]=2)=[CH:4][CH:3]=1, predict the reactants needed to synthesize it. The reactants are: [Cl:1][C:2]1[CH:38]=[CH:37][C:5]([CH2:6][O:7][C:8]2[C:9]([O:35][CH3:36])=[CH:10][C:11]([CH:14]([C:16]3[C:24]4[C:19](=[N:20][CH:21]=[CH:22][CH:23]=4)[N:18]([Si](C(C)C)(C(C)C)C(C)C)[CH:17]=3)[OH:15])=[N:12][CH:13]=2)=[CH:4][CH:3]=1.CC(OI1(OC(C)=O)(OC(C)=O)OC(=O)C2C=CC=CC1=2)=O. (7) Given the product [Cl:1][C:2]1[N:10]=[C:9]2[C:5]([N:6]=[CH:7][N:8]2[CH:11]([CH3:13])[CH3:12])=[C:4]([NH:19][CH2:18][CH:15]2[CH2:17][CH2:16]2)[N:3]=1, predict the reactants needed to synthesize it. The reactants are: [Cl:1][C:2]1[N:10]=[C:9]2[C:5]([N:6]=[CH:7][N:8]2[CH:11]([CH3:13])[CH3:12])=[C:4](Cl)[N:3]=1.[CH:15]1([CH2:18][NH2:19])[CH2:17][CH2:16]1.CCN(CC)CC.